From a dataset of Full USPTO retrosynthesis dataset with 1.9M reactions from patents (1976-2016). Predict the reactants needed to synthesize the given product. Given the product [Br:1][C:2]1[CH:3]=[C:4]2[C:12](=[C:13]([C:15](=[O:17])[NH2:16])[CH:14]=1)[NH:11][C:10]1[CH2:9][CH2:8][CH:7]([C:18]([OH:20])=[O:19])[CH2:6][C:5]2=1, predict the reactants needed to synthesize it. The reactants are: [Br:1][C:2]1[CH:3]=[C:4]2[C:12](=[C:13]([C:15](=[O:17])[NH2:16])[CH:14]=1)[NH:11][C:10]1[CH2:9][CH2:8][CH:7]([C:18]([O:20]CC)=[O:19])[CH2:6][C:5]2=1.[Li+].[OH-].